Dataset: Reaction yield outcomes from USPTO patents with 853,638 reactions. Task: Predict the reaction yield, written as a fraction of the theoretical maximum amount of product (1.0 means a 100% yield; for example, 0.34 means a 34% yield). (1) The reactants are [F:1][C:2]1[CH:48]=[CH:47][C:5]([CH2:6][N:7]2[C:16](=[O:17])[C:15]([C:18]3[NH:23][C:22]4[S:24][CH:25]=[C:26]([CH2:27][NH:28][S:29]([NH:32]C(=O)OCC5C=CC=CC=5)(=[O:31])=[O:30])[C:21]=4[S:20](=[O:44])(=[O:43])[N:19]=3)=[C:14]([OH:45])[C@H:13]3[C@@H:8]2[C@H:9]2[CH2:46][C@@H:12]3[CH2:11][CH2:10]2)=[CH:4][CH:3]=1. The catalyst is CO.[Pd]. The product is [F:1][C:2]1[CH:3]=[CH:4][C:5]([CH2:6][N:7]2[C:16](=[O:17])[C:15]([C:18]3[NH:23][C:22]4[S:24][CH:25]=[C:26]([CH2:27][NH:28][S:29]([NH2:32])(=[O:31])=[O:30])[C:21]=4[S:20](=[O:43])(=[O:44])[N:19]=3)=[C:14]([OH:45])[C@H:13]3[C@@H:8]2[C@H:9]2[CH2:46][C@@H:12]3[CH2:11][CH2:10]2)=[CH:47][CH:48]=1. The yield is 0.880. (2) The reactants are [NH2:1][C:2]1[CH:7]=[CH:6][N:5]=[C:4]([NH:8][C:9]2[CH:10]=[CH:11][C:12]([Cl:16])=[C:13]([OH:15])[CH:14]=2)[N:3]=1.C([O-])([O-])=O.[Cs+].[Cs+].Br[CH2:24][CH:25]=[C:26]([CH3:28])[CH3:27]. The catalyst is CC(C)=O. The product is [Cl:16][C:12]1[CH:11]=[CH:10][C:9]([NH:8][C:4]2[N:3]=[C:2]([NH2:1])[CH:7]=[CH:6][N:5]=2)=[CH:14][C:13]=1[O:15][CH2:24][CH:25]=[C:26]([CH3:28])[CH3:27]. The yield is 0.430. (3) The reactants are FC(F)(F)S(O[C:7]1[CH:8]=[C:9]2[C:14](=[CH:15][CH:16]=1)[CH:13]([C:17]([O:19][CH2:20][CH3:21])=[O:18])[N:12]([C:22]([O:24][C:25]([CH3:28])([CH3:27])[CH3:26])=[O:23])[CH2:11][CH2:10]2)(=O)=O.[CH3:31][N:32](C=O)C. The catalyst is C(OCC)(=O)C.C1C=CC([P]([Pd]([P](C2C=CC=CC=2)(C2C=CC=CC=2)C2C=CC=CC=2)([P](C2C=CC=CC=2)(C2C=CC=CC=2)C2C=CC=CC=2)[P](C2C=CC=CC=2)(C2C=CC=CC=2)C2C=CC=CC=2)(C2C=CC=CC=2)C2C=CC=CC=2)=CC=1.[C-]#N.[Zn+2].[C-]#N. The product is [C:31]([C:7]1[CH:8]=[C:9]2[C:14](=[CH:15][CH:16]=1)[CH:13]([C:17]([O:19][CH2:20][CH3:21])=[O:18])[N:12]([C:22]([O:24][C:25]([CH3:27])([CH3:26])[CH3:28])=[O:23])[CH2:11][CH2:10]2)#[N:32]. The yield is 0.910. (4) The catalyst is CN(C=O)C.O. The product is [CH3:63][C:64]1[CH:72]=[C:71]([CH3:73])[CH:70]=[CH:69][C:65]=1[C:66]([N:38]1[CH2:39][CH2:40][N:35]([C:18](=[O:17])[CH2:19][NH:20][C:21]([C:23]2[CH:24]=[CH:25][C:26]([C:29]3[CH:34]=[CH:33][CH:32]=[CH:31][CH:30]=3)=[CH:27][CH:28]=2)=[O:22])[CH2:36][CH2:37]1)=[O:67]. The yield is 0.824. The reactants are CCN(C(C)C)C(C)C.OC(C(F)(F)F)=O.[O:17]=[C:18]([N:35]1[CH2:40][CH2:39][NH:38][CH2:37][CH2:36]1)[CH2:19][NH:20][C:21]([C:23]1[CH:28]=[CH:27][C:26]([C:29]2[CH:34]=[CH:33][CH:32]=[CH:31][CH:30]=2)=[CH:25][CH:24]=1)=[O:22].C1C=CC2N(O)N=NC=2C=1.CCN=C=NCCCN(C)C.Cl.[CH3:63][C:64]1[CH:72]=[C:71]([CH3:73])[CH:70]=[CH:69][C:65]=1[C:66](O)=[O:67]. (5) The reactants are [CH2:1]([C@@H:8]1[CH2:12][O:11][C:10](=[O:13])[N:9]1[C:14](=[O:19])[CH2:15][CH2:16][CH:17]=[CH2:18])[C:2]1[CH:7]=[CH:6][CH:5]=[CH:4][CH:3]=1.[Li+].C[Si]([N-][Si](C)(C)C)(C)C.Br[CH2:31][C:32]1[C:37]([Cl:38])=[CH:36][C:35]([O:39][CH2:40][C:41]2[CH:46]=[CH:45][CH:44]=[CH:43][CH:42]=2)=[CH:34][C:33]=1[Cl:47]. The catalyst is C1COCC1. The product is [CH2:1]([C@@H:8]1[CH2:12][O:11][C:10](=[O:13])[N:9]1[C:14](=[O:19])[CH:15]([CH2:31][C:32]1[C:33]([Cl:47])=[CH:34][C:35]([O:39][CH2:40][C:41]2[CH:42]=[CH:43][CH:44]=[CH:45][CH:46]=2)=[CH:36][C:37]=1[Cl:38])[CH2:16][CH:17]=[CH2:18])[C:2]1[CH:3]=[CH:4][CH:5]=[CH:6][CH:7]=1. The yield is 0.860. (6) The reactants are [CH3:1][O:2][C:3]([C:5]1[CH:14]=[CH:13][C:12]2[C:11](=[O:15])[CH2:10][CH2:9][CH2:8][C:7]=2[CH:6]=1)=[O:4].[O:16]1[CH:20]=[CH:19][CH:18]=[C:17]1[CH:21]=O. The yield is 0.800. The product is [O:16]1[CH:20]=[CH:19][CH:18]=[C:17]1[CH:21]=[C:10]1[CH2:9][CH2:8][C:7]2[CH:6]=[C:5]([C:3]([O:2][CH3:1])=[O:4])[CH:14]=[CH:13][C:12]=2[C:11]1=[O:15]. No catalyst specified. (7) The reactants are [F:1][C:2]1[CH:7]=[CH:6][CH:5]=[C:4]([F:8])[C:3]=1[C:9](=[O:11])[CH3:10].[Br:12]Br.C(OCC)(=O)C.CCCCCC. The catalyst is C(OCC)C.[Cl-].[Al+3].[Cl-].[Cl-]. The product is [Br:12][CH2:10][C:9]([C:3]1[C:2]([F:1])=[CH:7][CH:6]=[CH:5][C:4]=1[F:8])=[O:11]. The yield is 0.950. (8) The reactants are [Cl:1][C:2]1[CH:7]=[C:6](I)[CH:5]=[C:4]([Cl:9])[N:3]=1.[Li]CCCC.CON(C)[C:18](=[O:33])[CH2:19][CH:20]([C:27]1[CH:32]=[CH:31][CH:30]=[CH:29][CH:28]=1)[C:21]1[CH:26]=[CH:25][CH:24]=[CH:23][CH:22]=1.[NH4+].[Cl-]. The catalyst is C1COCC1. The product is [Cl:1][C:2]1[CH:7]=[C:6]([C:18](=[O:33])[CH2:19][CH:20]([C:21]2[CH:26]=[CH:25][CH:24]=[CH:23][CH:22]=2)[C:27]2[CH:32]=[CH:31][CH:30]=[CH:29][CH:28]=2)[CH:5]=[C:4]([Cl:9])[N:3]=1. The yield is 0.880. (9) The reactants are [C:1]([O:5][C:6]([NH:8][CH:9]1[CH2:14][CH2:13][CH:12]([CH2:15][C:16](O)=[O:17])[CH2:11][CH2:10]1)=[O:7])([CH3:4])([CH3:3])[CH3:2].CO. The catalyst is O1CCCC1. The product is [C:1]([O:5][C:6](=[O:7])[NH:8][C@H:9]1[CH2:10][CH2:11][C@H:12]([CH2:15][CH2:16][OH:17])[CH2:13][CH2:14]1)([CH3:4])([CH3:2])[CH3:3]. The yield is 0.995. (10) The reactants are [CH2:1]([N:8]1[CH2:13][CH2:12][CH:11]([N:14]([CH3:36])[C:15](=[O:35])[CH:16]([O:18][C:19]2[N:24]=[C:23]([CH3:25])[C:22]([NH:26][C:27](=[O:33])[O:28][C:29]([CH3:32])([CH3:31])[CH3:30])=[C:21]([CH3:34])[N:20]=2)[CH3:17])[CH2:10][CH2:9]1)[C:2]1[CH:7]=[CH:6][CH:5]=[CH:4][CH:3]=1.[CH3:37][Si]([N-][Si](C)(C)C)(C)C.[K+].CI.[Cl-].[NH4+]. The catalyst is O1CCCC1. The product is [CH2:1]([N:8]1[CH2:9][CH2:10][CH:11]([N:14]([CH3:36])[C:15](=[O:35])[CH:16]([O:18][C:19]2[N:24]=[C:23]([CH3:25])[C:22]([N:26]([CH3:37])[C:27](=[O:33])[O:28][C:29]([CH3:31])([CH3:32])[CH3:30])=[C:21]([CH3:34])[N:20]=2)[CH3:17])[CH2:12][CH2:13]1)[C:2]1[CH:3]=[CH:4][CH:5]=[CH:6][CH:7]=1. The yield is 0.100.